Dataset: Experimentally validated miRNA-target interactions with 360,000+ pairs, plus equal number of negative samples. Task: Binary Classification. Given a miRNA mature sequence and a target amino acid sequence, predict their likelihood of interaction. (1) The miRNA is hsa-miR-365b-3p with sequence UAAUGCCCCUAAAAAUCCUUAU. The protein sequence of the target gene is MKWLGDSKNMVVNGRRNGGKLSNDHQQNQSKLQQHSGKDTLKTGRNAVERRSSRCHGNSGFEGQSRYVPSSGMSAKELCENDDLATSLVLDPYLGFQTHKMNTSAFPSRSSRHISKADSFSHNNPVRFRPIKGRQEELKEVIERFKKDEHLEKAFKCLTSGEWARHYFLNKNKMQEKLFKEHVFIYLRMFATDSGFEILPCNRYSSEQNGAKIVATKEWKRNDKIELLVGCIAELSEIEENMLLRHGENDFSVMYSTRKNCAQLWLGPAAFINHDCRPNCKFVSTGRDTACVKALRDIEP.... Result: 0 (no interaction). (2) The miRNA is hsa-miR-934 with sequence UGUCUACUACUGGAGACACUGG. The protein sequence of the target gene is MLIKVKTLTGKEIEIDIEPTDKVERIKERVEEKEGIPPQQQRLIYSGKQMNDEKTAADYKILGGSVLHLVLALRGGGGLRQ. Result: 0 (no interaction). (3) Result: 0 (no interaction). The protein sequence of the target gene is MEAVVFLFSLLDCCALIFLSVYFIITLSDLECDYINARSCCSKLNKWVIPELVGHTIVTVLMLVSLHWFIFLLNLPVATWNIYRFIMVPSGNMGVFDPTEIHNRGQLKSHMKEAMIKLGFYLLCFFMYLYSMILALIND. The miRNA is hsa-miR-1237-3p with sequence UCCUUCUGCUCCGUCCCCCAG.